This data is from Catalyst prediction with 721,799 reactions and 888 catalyst types from USPTO. The task is: Predict which catalyst facilitates the given reaction. (1) Reactant: [C:1]([O:5][C:6]([N:8]([C:14]1[CH:19]=[CH:18][CH:17]=[CH:16][C:15]=1CN)[C@H](C(O)=O)C)=[O:7])([CH3:4])([CH3:3])[CH3:2].CN(C)C=[O:25].ON1C2N=CC=CC=2N=N1.Cl.CN(C)[CH2:40][CH2:41][CH2:42][N:43]=[C:44]=NCC. Product: [C:1]([O:5][C:6]([NH:8][C@H:14]1[CH2:15][C:16]2[CH:17]=[CH:18][CH:19]=[CH:40][C:41]=2[CH2:42][NH:43][C:44]1=[O:25])=[O:7])([CH3:4])([CH3:3])[CH3:2]. The catalyst class is: 4. (2) Reactant: Cl.[CH:2]1([NH:8][NH2:9])[CH2:7][CH2:6][CH2:5][CH2:4][CH2:3]1.O=[C:11]1[CH2:15]C[CH2:13][CH:12]1[C:16]#[N:17]. Product: [CH:2]1([N:8]2[C:16]([NH2:17])=[C:12]([CH3:13])[C:11]([CH3:15])=[N:9]2)[CH2:7][CH2:6][CH2:5][CH2:4][CH2:3]1. The catalyst class is: 8. (3) Reactant: C([O:4][C:5]1[CH:37]=[CH:36][C:8]([CH2:9][N:10]([CH2:27][C:28]2[CH:33]=[CH:32][C:31]([C:34]#[N:35])=[CH:30][CH:29]=2)[C:11]2[C:12]([CH3:26])=[C:13]([N:17]([S:22]([CH3:25])(=[O:24])=[O:23])[S:18]([CH3:21])(=[O:20])=[O:19])[CH:14]=[CH:15][CH:16]=2)=[CH:7][CH:6]=1)C=C.C1([SiH3])C=CC=CC=1. Product: [C:34]([C:31]1[CH:30]=[CH:29][C:28]([CH2:27][N:10]([CH2:9][C:8]2[CH:7]=[CH:6][C:5]([OH:4])=[CH:37][CH:36]=2)[C:11]2[C:12]([CH3:26])=[C:13]([N:17]([S:22]([CH3:25])(=[O:23])=[O:24])[S:18]([CH3:21])(=[O:20])=[O:19])[CH:14]=[CH:15][CH:16]=2)=[CH:33][CH:32]=1)#[N:35]. The catalyst class is: 532. (4) Reactant: [CH:1]1([N:5]2[CH2:11][CH2:10][C:9]3[CH:12]=[C:13]([O:16][CH:17]4[CH2:22][CH2:21][NH:20][CH2:19][CH2:18]4)[CH:14]=[CH:15][C:8]=3[CH2:7][CH2:6]2)[CH2:4][CH2:3][CH2:2]1.Cl[C:24]1[CH:31]=[CH:30][C:27]([C:28]#[N:29])=[CH:26][N:25]=1.C(N(CC)CC)C. Product: [CH:1]1([N:5]2[CH2:6][CH2:7][C:8]3[CH:15]=[CH:14][C:13]([O:16][CH:17]4[CH2:22][CH2:21][N:20]([C:24]5[N:25]=[CH:26][C:27]([C:28]#[N:29])=[CH:30][CH:31]=5)[CH2:19][CH2:18]4)=[CH:12][C:9]=3[CH2:10][CH2:11]2)[CH2:2][CH2:3][CH2:4]1. The catalyst class is: 115. (5) Reactant: [CH3:1][O:2][C:3]([C:5]1[CH2:6][O:7][CH2:8][CH2:9][C:10]=1OS(C(F)(F)F)(=O)=O)=[O:4].C(=O)([O-])[O-].[K+].[K+].[CH2:25]([O:32][C:33]1[CH:38]=[CH:37][C:36](B(O)O)=[CH:35][CH:34]=1)[C:26]1[CH:31]=[CH:30][CH:29]=[CH:28][CH:27]=1.O. Product: [CH3:1][O:2][C:3]([C:5]1[CH2:6][O:7][CH2:8][CH2:9][C:10]=1[C:36]1[CH:37]=[CH:38][C:33]([O:32][CH2:25][C:26]2[CH:31]=[CH:30][CH:29]=[CH:28][CH:27]=2)=[CH:34][CH:35]=1)=[O:4]. The catalyst class is: 176. (6) Reactant: [N:1]#N.[CH3:3][C:4]1([C:9]2[CH:10]=[C:11]([CH2:14][N:15]3C=[C:18]([N+:20]([O-])=O)[CH:17]=[N:16]3)[S:12][CH:13]=2)[O:8][CH2:7][CH2:6][O:5]1.[NH4+].[Cl-]. Product: [CH3:3][C:4]1([C:9]2[CH:10]=[C:11]([CH2:14][N:15]3[N:1]=[C:18]([NH2:20])[CH:17]=[N:16]3)[S:12][CH:13]=2)[O:8][CH2:7][CH2:6][O:5]1. The catalyst class is: 314. (7) Reactant: [O:1]=[C:2]1[CH:7]=[C:6]([O:8][CH2:9][C:10]2[CH:15]=[CH:14][CH:13]=[C:12]([C:16]([F:19])([F:18])[F:17])[N:11]=2)[CH:5]=[CH:4][N:3]1[C:20]1[CH:25]=[CH:24][C:23]2[C:26]3[CH2:27][N:28](C(OC(C)(C)C)=O)[CH2:29][CH2:30][CH2:31][C:32]=3[O:33][C:22]=2[CH:21]=1.Cl.C([O-])(O)=O.[Na+]. Product: [CH2:27]1[C:26]2[C:23]3[CH:24]=[CH:25][C:20]([N:3]4[CH:4]=[CH:5][C:6]([O:8][CH2:9][C:10]5[CH:15]=[CH:14][CH:13]=[C:12]([C:16]([F:18])([F:19])[F:17])[N:11]=5)=[CH:7][C:2]4=[O:1])=[CH:21][C:22]=3[O:33][C:32]=2[CH2:31][CH2:30][CH2:29][NH:28]1. The catalyst class is: 275.